This data is from Full USPTO retrosynthesis dataset with 1.9M reactions from patents (1976-2016). The task is: Predict the reactants needed to synthesize the given product. Given the product [F:4][C:5]1[CH:6]=[C:7]([CH:37]=[CH:38][C:39]=1[F:40])[CH2:8][C:9]1([C:32](=[O:34])[CH3:1])[CH2:14][CH2:13][CH2:12][N:11]2[C:15]([C:18]3[CH:23]=[CH:22][C:21]([C:24]4[O:28][C:27]([CH3:29])=[N:26][CH:25]=4)=[C:20]([O:30][CH3:31])[CH:19]=3)=[N:16][N:17]=[C:10]12, predict the reactants needed to synthesize it. The reactants are: [CH3:1][Mg]Br.[F:4][C:5]1[CH:6]=[C:7]([CH:37]=[CH:38][C:39]=1[F:40])[CH2:8][C:9]1([C:32]([O:34]CC)=O)[CH2:14][CH2:13][CH2:12][N:11]2[C:15]([C:18]3[CH:23]=[CH:22][C:21]([C:24]4[O:28][C:27]([CH3:29])=[N:26][CH:25]=4)=[C:20]([O:30][CH3:31])[CH:19]=3)=[N:16][N:17]=[C:10]12.[Cl-].[NH4+].O.